Task: Predict the reaction yield, written as a fraction of the theoretical maximum amount of product (1.0 means a 100% yield; for example, 0.34 means a 34% yield).. Dataset: Reaction yield outcomes from USPTO patents with 853,638 reactions The reactants are C(OC([N:8]1[CH2:13][CH2:12][CH:11]([O:14][C:15]2[CH:16]=[C:17]3[C:21](=[CH:22][CH:23]=2)[N:20]([CH:24]([CH3:26])[CH3:25])[C:19]([C:27]([N:29]2[CH2:34][CH2:33][S:32](=[O:36])(=[O:35])[CH2:31][CH2:30]2)=[O:28])=[CH:18]3)[CH2:10][CH2:9]1)=O)(C)(C)C.FC(F)(F)C(O)=O. The catalyst is ClCCl. The product is [O:36]=[S:32]1(=[O:35])[CH2:33][CH2:34][N:29]([C:27]([C:19]2[N:20]([CH:24]([CH3:25])[CH3:26])[C:21]3[C:17]([CH:18]=2)=[CH:16][C:15]([O:14][CH:11]2[CH2:12][CH2:13][NH:8][CH2:9][CH2:10]2)=[CH:23][CH:22]=3)=[O:28])[CH2:30][CH2:31]1. The yield is 0.860.